From a dataset of Reaction yield outcomes from USPTO patents with 853,638 reactions. Predict the reaction yield, written as a fraction of the theoretical maximum amount of product (1.0 means a 100% yield; for example, 0.34 means a 34% yield). (1) The reactants are [OH:1][C:2]1[CH:10]=[CH:9][C:5]([C:6]([NH2:8])=[O:7])=[CH:4][CH:3]=1.C(=O)([O-])[O-].[K+].[K+].CN(C=O)C.Cl[CH2:23][CH2:24][CH:25]([O:29][CH2:30][CH3:31])[O:26][CH2:27][CH3:28]. The catalyst is O. The product is [CH2:27]([O:26][CH:25]([O:29][CH2:30][CH3:31])[CH2:24][CH2:23][O:1][C:2]1[CH:10]=[CH:9][C:5]([C:6]([NH2:8])=[O:7])=[CH:4][CH:3]=1)[CH3:28]. The yield is 0.890. (2) The reactants are [OH:1][C:2]1[CH:22]=[CH:21][C:5]([C:6]([NH:8][CH2:9][C:10]2[NH:14][N:13]=[C:12]([C:15]3[CH:20]=[CH:19][N:18]=[CH:17][CH:16]=3)[N:11]=2)=[O:7])=[CH:4][CH:3]=1.[CH3:23][C:24]([CH3:29])([CH3:28])[C:25](Cl)=[O:26]. The catalyst is N1C=CC=CC=1. The product is [C:25]([O:1][C:2]1[CH:22]=[CH:21][C:5]([C:6](=[O:7])[NH:8][CH2:9][C:10]2[N:14]([C:25](=[O:26])[C:24]([CH3:29])([CH3:28])[CH3:23])[N:13]=[C:12]([C:15]3[CH:20]=[CH:19][N:18]=[CH:17][CH:16]=3)[N:11]=2)=[CH:4][CH:3]=1)(=[O:26])[C:24]([CH3:29])([CH3:28])[CH3:23]. The yield is 0.690. (3) The reactants are [C:1]([C:5]1[CH:9]=[C:8]([NH2:10])[N:7]([C:11]2[CH:12]=[C:13]3[C:17](=[CH:18][CH:19]=2)[NH:16][N:15]=[CH:14]3)[N:6]=1)([CH3:4])([CH3:3])[CH3:2].[OH-].[Na+].[CH3:22][C:23]([O:26][C:27](O[C:27]([O:26][C:23]([CH3:25])([CH3:24])[CH3:22])=[O:28])=[O:28])([CH3:25])[CH3:24]. The catalyst is O1CCOCC1. The product is [NH2:10][C:8]1[N:7]([C:11]2[CH:12]=[C:13]3[C:17](=[CH:18][CH:19]=2)[N:16]([C:27]([O:26][C:23]([CH3:25])([CH3:24])[CH3:22])=[O:28])[N:15]=[CH:14]3)[N:6]=[C:5]([C:1]([CH3:4])([CH3:2])[CH3:3])[CH:9]=1. The yield is 0.460. (4) The reactants are [C:1]1([C:7]2[S:11][C:10]([C@@H:12]([NH:14]C(=O)OC(C)(C)C)[CH3:13])=[N:9][N:8]=2)[CH:6]=[CH:5][CH:4]=[CH:3][CH:2]=1.C(O)(C(F)(F)F)=O. No catalyst specified. The product is [C:1]1([C:7]2[S:11][C:10]([C@@H:12]([NH2:14])[CH3:13])=[N:9][N:8]=2)[CH:2]=[CH:3][CH:4]=[CH:5][CH:6]=1. The yield is 0.668. (5) The reactants are [Br:1][C:2]1[CH:7]=[CH:6][C:5]([F:8])=[CH:4][C:3]=1[F:9].[N+:10]([O-])([OH:12])=[O:11]. The catalyst is OS(O)(=O)=O. The product is [Br:1][C:2]1[CH:7]=[C:6]([N+:10]([O-:12])=[O:11])[C:5]([F:8])=[CH:4][C:3]=1[F:9]. The yield is 0.970.